Dataset: Forward reaction prediction with 1.9M reactions from USPTO patents (1976-2016). Task: Predict the product of the given reaction. (1) The product is: [Cl:26][C:25]1[CH:24]=[CH:23][C:4]([O:5][CH:6]2[CH2:7][CH2:8][N:9]([S:12]([C:15]3[C:16]([CH3:22])=[N:17][N:18]([CH3:21])[C:19]=3[CH3:20])(=[O:14])=[O:13])[CH:10]([CH3:27])[CH2:11]2)=[CH:3][CH:2]=1. Given the reactants Cl[C:2]1[CH:3]=[C:4]([CH:23]=[CH:24][C:25]=1[Cl:26])[O:5][CH:6]1[CH2:11][CH2:10][N:9]([S:12]([C:15]2[C:16]([CH3:22])=[N:17][N:18]([CH3:21])[C:19]=2[CH3:20])(=[O:14])=[O:13])[CH2:8][CH2:7]1.[CH3:27]N1C(C)=C(S(Cl)(=O)=O)C(C)=N1.Cl.ClC1C=CC(OC2CCNC(C)C2)=CC=1, predict the reaction product. (2) Given the reactants [Cl:1][C:2]1[CH:7]=[CH:6][CH:5]=[C:4]([Cl:8])[C:3]=1[C:9]1[C:13]([CH2:14][O:15][C:16]2[CH:17]=[C:18]3[C:23](=[CH:24][CH:25]=2)[CH:22]=[C:21]([C:26]2[CH:27]=[C:28]([CH:33]=[CH:34][CH:35]=2)[C:29]([O:31]C)=[O:30])[CH:20]=[CH:19]3)=[C:12]([CH:36]([CH3:38])[CH3:37])[O:11][N:10]=1.[OH-].[Li+].C(#N)C, predict the reaction product. The product is: [Cl:8][C:4]1[CH:5]=[CH:6][CH:7]=[C:2]([Cl:1])[C:3]=1[C:9]1[C:13]([CH2:14][O:15][C:16]2[CH:17]=[C:18]3[C:23](=[CH:24][CH:25]=2)[CH:22]=[C:21]([C:26]2[CH:27]=[C:28]([CH:33]=[CH:34][CH:35]=2)[C:29]([OH:31])=[O:30])[CH:20]=[CH:19]3)=[C:12]([CH:36]([CH3:38])[CH3:37])[O:11][N:10]=1. (3) The product is: [CH3:21][C:22]1[C:26]([C:2]2[CH:14]=[N:13][C:12]3[C:11]4[CH:10]=[CH:9][C:8]([CH2:15][C:16]([O:18][CH2:19][CH3:20])=[O:17])=[CH:7][C:6]=4[NH:5][C:4]=3[CH:3]=2)=[C:25]([CH3:30])[O:24][N:23]=1. Given the reactants Br[C:2]1[CH:14]=[N:13][C:12]2[C:11]3[CH:10]=[CH:9][C:8]([CH2:15][C:16]([O:18][CH2:19][CH3:20])=[O:17])=[CH:7][C:6]=3[NH:5][C:4]=2[CH:3]=1.[CH3:21][C:22]1[C:26](B(O)O)=[C:25]([CH3:30])[O:24][N:23]=1.P([O-])([O-])([O-])=O.[K+].[K+].[K+].C([O-])(O)=O.[Na+], predict the reaction product. (4) Given the reactants [CH3:1][N:2]([CH3:34])[C:3]([C:5]1[CH:6]=[CH:7][C:8]2[CH:12]=[C:11]([C:13]([C:18]3[CH:23]=[CH:22][C:21]([O:24][CH2:25][C:26](=[O:31])[C:27]([CH3:30])([CH3:29])[CH3:28])=[C:20]([CH3:32])[CH:19]=3)([CH2:16][CH3:17])[CH2:14][CH3:15])[S:10][C:9]=2[CH:33]=1)=[O:4].[BH4-].[Na+], predict the reaction product. The product is: [CH3:34][N:2]([CH3:1])[C:3]([C:5]1[CH:6]=[CH:7][C:8]2[CH:12]=[C:11]([C:13]([CH2:16][CH3:17])([C:18]3[CH:23]=[CH:22][C:21]([O:24][CH2:25][CH:26]([OH:31])[C:27]([CH3:30])([CH3:29])[CH3:28])=[C:20]([CH3:32])[CH:19]=3)[CH2:14][CH3:15])[S:10][C:9]=2[CH:33]=1)=[O:4]. (5) Given the reactants [C:1](Cl)(=[O:4])[CH2:2][CH3:3].[CH3:6][O:7][C:8]1[C:16]2[O:15][C:14]([C:17]([F:20])([F:19])[F:18])=[N:13][C:12]=2[CH:11]=[CH:10][CH:9]=1.Cl, predict the reaction product. The product is: [CH3:6][O:7][C:8]1[C:16]2[O:15][C:14]([C:17]([F:20])([F:18])[F:19])=[N:13][C:12]=2[C:11]([C:1](=[O:4])[CH2:2][CH3:3])=[CH:10][CH:9]=1.